This data is from Forward reaction prediction with 1.9M reactions from USPTO patents (1976-2016). The task is: Predict the product of the given reaction. Given the reactants [O:1]=[C:2]1[CH2:7][CH2:6][C:5]([C:12]2[CH:17]=[CH:16][CH:15]=[CH:14][CH:13]=2)([C:8]([O:10][CH3:11])=[O:9])[CH2:4][CH2:3]1.C1COCC1.C[Si]([N-][Si](C)(C)C)(C)C.[Na+].C1C(Cl)=CN=C(N([S:41]([C:44]([F:47])([F:46])[F:45])(=[O:43])=[O:42])[S:41]([C:44]([F:47])([F:46])[F:45])(=[O:43])=[O:42])C=1, predict the reaction product. The product is: [F:45][C:44]([F:47])([F:46])[S:41]([O:1][C:2]1[CH2:3][CH2:4][C:5]([C:8]([O:10][CH3:11])=[O:9])([C:12]2[CH:13]=[CH:14][CH:15]=[CH:16][CH:17]=2)[CH2:6][CH:7]=1)(=[O:43])=[O:42].